Dataset: Catalyst prediction with 721,799 reactions and 888 catalyst types from USPTO. Task: Predict which catalyst facilitates the given reaction. (1) Reactant: [CH3:1][O:2][C:3]([C:5]1[CH:6]=[C:7]2[C:11](=[CH:12][CH:13]=1)[CH2:10][C:9]([CH2:19][C:20]([O:22][CH2:23]C)=[O:21])(C(OCC)=O)[C:8]2=[O:25])=[O:4].Cl.C(O)(=O)C.C(CC1C(=O)C2C(=CC=C(C(O)=O)C=2)C1)(O)=O.S(=O)(=O)(O)O. Product: [CH3:23][O:22][C:20](=[O:21])[CH2:19][CH:9]1[C:8](=[O:25])[C:7]2[C:11](=[CH:12][CH:13]=[C:5]([C:3]([O:2][CH3:1])=[O:4])[CH:6]=2)[CH2:10]1. The catalyst class is: 5. (2) Product: [F:20][C:15]1[CH:14]=[C:13]([C:5]2[NH:4][N:3]=[C:2]([C:31]3[CH2:32][CH2:33][N:34]4[C@H:29]([CH:30]=3)[CH2:28][C@@H:27]([C:21]3[CH:22]=[CH:23][CH:24]=[CH:25][CH:26]=3)[CH2:35]4)[C:6]=2[C:7]2[CH:12]=[CH:11][N:10]=[CH:9][CH:8]=2)[CH:18]=[CH:17][C:16]=1[F:19]. The catalyst class is: 4. Reactant: Br[C:2]1[C:6]([C:7]2[CH:12]=[CH:11][N:10]=[CH:9][CH:8]=2)=[C:5]([C:13]2[CH:18]=[CH:17][C:16]([F:19])=[C:15]([F:20])[CH:14]=2)[NH:4][N:3]=1.[C:21]1([C@H:27]2[CH2:35][N:34]3[C@H:29]([CH2:30][C:31](=O)[CH2:32][CH2:33]3)[CH2:28]2)[CH:26]=[CH:25][CH:24]=[CH:23][CH:22]=1.C(OCC)(=O)C.CO.